This data is from Reaction yield outcomes from USPTO patents with 853,638 reactions. The task is: Predict the reaction yield, written as a fraction of the theoretical maximum amount of product (1.0 means a 100% yield; for example, 0.34 means a 34% yield). (1) The reactants are [F:1][C:2]1[CH:7]=[CH:6][C:5]([CH:8]2[CH2:13][CH2:12][N:11](C(OC(C)(C)C)=O)[CH2:10][CH2:9]2)=[CH:4][C:3]=1[NH:21][C:22](=[O:35])[CH2:23][CH2:24][CH2:25][CH2:26][C:27](=[O:34])[C:28]1[CH:33]=[CH:32][CH:31]=[CH:30][CH:29]=1.FC(F)(F)C(O)=O. The catalyst is C(Cl)Cl. The product is [F:1][C:2]1[CH:7]=[CH:6][C:5]([CH:8]2[CH2:9][CH2:10][NH:11][CH2:12][CH2:13]2)=[CH:4][C:3]=1[NH:21][C:22](=[O:35])[CH2:23][CH2:24][CH2:25][CH2:26][C:27](=[O:34])[C:28]1[CH:33]=[CH:32][CH:31]=[CH:30][CH:29]=1. The yield is 0.860. (2) The reactants are C([O:5][C:6](=[O:40])[CH2:7][C@H:8]([N:35]([C:37](=[O:39])[CH3:38])[CH3:36])[C:9]([N:11]1[CH2:16][CH2:15][CH2:14][CH:13]([CH2:17][O:18][C:19]2[CH:24]=[CH:23][C:22]([C:25]3[CH:30]=[C:29]([F:31])[C:28]([F:32])=[CH:27][C:26]=3[O:33][CH3:34])=[CH:21][CH:20]=2)[CH2:12]1)=[O:10])(C)(C)C. The catalyst is C(O)=O. The product is [C:37]([N:35]([CH3:36])[C@H:8]([C:9]([N:11]1[CH2:16][CH2:15][CH2:14][CH:13]([CH2:17][O:18][C:19]2[CH:24]=[CH:23][C:22]([C:25]3[CH:30]=[C:29]([F:31])[C:28]([F:32])=[CH:27][C:26]=3[O:33][CH3:34])=[CH:21][CH:20]=2)[CH2:12]1)=[O:10])[CH2:7][C:6]([OH:40])=[O:5])(=[O:39])[CH3:38]. The yield is 0.540. (3) The reactants are [C:1]([C:3]1[CH:8]=[CH:7][CH:6]=[CH:5][C:4]=1[S:9]([N:12]([CH3:14])[CH3:13])(=[O:11])=[O:10])#[N:2].Cl.[CH3:16][NH:17][OH:18].C(=O)([O-])[O-].[Na+].[Na+].[C:25]([C:32]([O:34][CH2:35][CH3:36])=[O:33])#[C:26][C:27]([O:29][CH2:30][CH3:31])=[O:28]. The catalyst is C(O)C.O.C(O)C. The product is [CH2:35]([O:34][C:32]([C:25]1([CH2:26][C:27]([O:29][CH2:30][CH3:31])=[O:28])[O:18][N:17]([CH3:16])[C:1]([C:3]2[CH:8]=[CH:7][CH:6]=[CH:5][C:4]=2[S:9](=[O:11])(=[O:10])[N:12]([CH3:14])[CH3:13])=[N:2]1)=[O:33])[CH3:36]. The yield is 0.580. (4) The reactants are [C:1]([O:5][C:6](=[O:49])[CH2:7][NH:8][C:9]([C@@H:11]1[CH2:15][C@@H:14]([S:16][C:17]([C:30]2[CH:35]=[CH:34][CH:33]=[CH:32][CH:31]=2)([C:24]2[CH:29]=[CH:28][CH:27]=[CH:26][CH:25]=2)[C:18]2[CH:23]=[CH:22][CH:21]=[CH:20][CH:19]=2)[CH2:13][N:12]1[S:36]([C:39]1[CH:48]=[CH:47][C:46]2[C:41](=[CH:42][CH:43]=[CH:44][CH:45]=2)[CH:40]=1)(=[O:38])=[O:37])=[O:10])([CH3:4])([CH3:3])[CH3:2].[CH2:50](Br)[C:51]1[CH:56]=[CH:55][CH:54]=[CH:53][CH:52]=1.[H-].[Na+].[NH4+].[Cl-].CCOC(C)=O. The catalyst is CN(C=O)C. The product is [C:1]([O:5][C:6](=[O:49])[CH2:7][N:8]([CH2:50][C:51]1[CH:56]=[CH:55][CH:54]=[CH:53][CH:52]=1)[C:9]([C@@H:11]1[CH2:15][C@@H:14]([S:16][C:17]([C:18]2[CH:19]=[CH:20][CH:21]=[CH:22][CH:23]=2)([C:30]2[CH:31]=[CH:32][CH:33]=[CH:34][CH:35]=2)[C:24]2[CH:29]=[CH:28][CH:27]=[CH:26][CH:25]=2)[CH2:13][N:12]1[S:36]([C:39]1[CH:48]=[CH:47][C:46]2[C:41](=[CH:42][CH:43]=[CH:44][CH:45]=2)[CH:40]=1)(=[O:38])=[O:37])=[O:10])([CH3:4])([CH3:2])[CH3:3]. The yield is 0.710. (5) The catalyst is C(#N)C. The reactants are [Br:1]Br.[OH:3][C:4]1[C:14]2[CH2:13][CH2:12][N:11]([C:15](=[O:20])[C:16]([F:19])([F:18])[F:17])[CH2:10][CH2:9][C:8]=2[CH:7]=[CH:6][CH:5]=1. The product is [Br:1][C:7]1[C:8]2[CH2:9][CH2:10][N:11]([C:15](=[O:20])[C:16]([F:19])([F:17])[F:18])[CH2:12][CH2:13][C:14]=2[C:4]([OH:3])=[CH:5][CH:6]=1. The yield is 0.810. (6) The reactants are [CH3:1][O:2][C:3]1[CH:4]=[C:5]([CH:7]=[C:8]([O:10][CH3:11])[CH:9]=1)[NH2:6].[Br:12]C1C(=O)C(Br)=CC(Br)(Br)C=1. No catalyst specified. The product is [Br:12][C:9]1[C:8]([O:10][CH3:11])=[CH:7][C:5]([NH2:6])=[CH:4][C:3]=1[O:2][CH3:1]. The yield is 0.690. (7) The reactants are [C:1]1(=[O:8])[O:7][C:5](=[O:6])[CH2:4][CH2:3][CH2:2]1.C(Cl)(Cl)Cl.N1C=CC=CC=1.C[OH:20]. No catalyst specified. The product is [C:1]([OH:7])(=[O:8])[CH2:2][CH2:3][CH2:4][C:5]([OH:20])=[O:6]. The yield is 0.976.